From a dataset of Peptide-MHC class I binding affinity with 185,985 pairs from IEDB/IMGT. Regression. Given a peptide amino acid sequence and an MHC pseudo amino acid sequence, predict their binding affinity value. This is MHC class I binding data. (1) The peptide sequence is GVRQFSGWM. The MHC is HLA-B18:01 with pseudo-sequence HLA-B18:01. The binding affinity (normalized) is 0.0847. (2) The peptide sequence is HPNIEEVAL. The MHC is HLA-B40:01 with pseudo-sequence HLA-B40:01. The binding affinity (normalized) is 0.